This data is from Catalyst prediction with 721,799 reactions and 888 catalyst types from USPTO. The task is: Predict which catalyst facilitates the given reaction. Reactant: [CH:1](=O)[CH2:2][CH2:3][CH2:4][CH2:5][CH3:6].[NH2:8][C:9]1[CH:17]=[CH:16][C:12]([C:13]([OH:15])=[O:14])=[CH:11][N:10]=1. Product: [CH2:3]([C:2]1[N:10]2[CH:11]=[C:12]([C:13]([OH:15])=[O:14])[CH:16]=[CH:17][C:9]2=[N:8][CH:1]=1)[CH2:4][CH2:5][CH3:6]. The catalyst class is: 252.